From a dataset of Reaction yield outcomes from USPTO patents with 853,638 reactions. Predict the reaction yield, written as a fraction of the theoretical maximum amount of product (1.0 means a 100% yield; for example, 0.34 means a 34% yield). (1) The reactants are [C:9](O[C:9]([O:11][C:12]([CH3:15])([CH3:14])[CH3:13])=[O:10])([O:11][C:12]([CH3:15])([CH3:14])[CH3:13])=[O:10].[Br:16][C:17]1[CH:30]=[CH:29][CH:28]=[C:27]2[C:18]=1[S:19][C:20]1[CH:21]=[CH:22][C:23]([NH2:31])=[CH:24][C:25]=1[S:26]2. The catalyst is C1COCC1. The product is [C:12]([O:11][C:9](=[O:10])[NH:31][C:23]1[CH:22]=[CH:21][C:20]2[S:19][C:18]3[C:27](=[CH:28][CH:29]=[CH:30][C:17]=3[Br:16])[S:26][C:25]=2[CH:24]=1)([CH3:13])([CH3:14])[CH3:15]. The yield is 0.260. (2) The reactants are Cl.[CH3:2][O:3][C:4]1[CH:5]=[C:6](N)[CH:7]=[C:8]([C:10]([F:13])([F:12])[F:11])[CH:9]=1.N([O-])=O.[Na+].[I-:19].[K+].C([O-])([O-])=O.[Na+].[Na+]. The catalyst is O.C1COCC1. The product is [I:19][C:6]1[CH:7]=[C:8]([C:10]([F:13])([F:12])[F:11])[CH:9]=[C:4]([O:3][CH3:2])[CH:5]=1. The yield is 0.530. (3) The reactants are Cl.[S:2]([N:12]1[C:16]2=[N:17][CH:18]=[C:19]([NH:21][NH:22]C(OC(C)(C)C)=O)[N:20]=[C:15]2[CH:14]=[CH:13]1)([C:5]1[CH:11]=[CH:10][C:8]([CH3:9])=[CH:7][CH:6]=1)(=[O:4])=[O:3].S(N1C2=NC=C(N(C(OC(C)(C)C)=O)N)N=C2C=C1)(C1C=CC(C)=CC=1)(=O)=O.C([O-])(O)=O.[Na+]. The catalyst is O1CCOCC1.CCOC(C)=O. The yield is 0.570. The product is [NH:21]([C:19]1[N:20]=[C:15]2[CH:14]=[CH:13][N:12]([S:2]([C:5]3[CH:11]=[CH:10][C:8]([CH3:9])=[CH:7][CH:6]=3)(=[O:3])=[O:4])[C:16]2=[N:17][CH:18]=1)[NH2:22].